Dataset: Full USPTO retrosynthesis dataset with 1.9M reactions from patents (1976-2016). Task: Predict the reactants needed to synthesize the given product. (1) Given the product [ClH:26].[NH2:18][C@@H:3]([CH2:2][OH:1])[C:4]([N:6]([CH3:17])[C@H:7]1[C:16]2[C:11](=[CH:12][CH:13]=[CH:14][CH:15]=2)[CH2:10][CH2:9][CH2:8]1)=[O:5], predict the reactants needed to synthesize it. The reactants are: [OH:1][CH2:2][C@H:3]([NH:18]C(=O)OC(C)(C)C)[C:4]([N:6]([CH3:17])[C@H:7]1[C:16]2[C:11](=[CH:12][CH:13]=[CH:14][CH:15]=2)[CH2:10][CH2:9][CH2:8]1)=[O:5].[ClH:26].CCOCC. (2) The reactants are: Cl.Cl.[C:3]([C:5]1[CH:26]=[CH:25][C:8]([CH2:9][NH:10][S:11]([CH2:14][CH2:15][N:16]2[CH2:23][CH:22]3[O:24][CH:18]([CH2:19][NH:20][CH2:21]3)[CH2:17]2)(=[O:13])=[O:12])=[CH:7][CH:6]=1)#[N:4].Br[CH2:28][CH2:29][C:30]1[CH:35]=[CH:34][CH:33]=[C:32]([F:36])[CH:31]=1.C(=O)([O-])[O-].[K+].[K+].C(#N)C. Given the product [C:3]([C:5]1[CH:6]=[CH:7][C:8]([CH2:9][NH:10][S:11]([CH2:14][CH2:15][N:16]2[CH2:23][CH:22]3[O:24][CH:18]([CH2:19][N:20]([CH2:28][CH2:29][C:30]4[CH:35]=[CH:34][CH:33]=[C:32]([F:36])[CH:31]=4)[CH2:21]3)[CH2:17]2)(=[O:13])=[O:12])=[CH:25][CH:26]=1)#[N:4], predict the reactants needed to synthesize it. (3) Given the product [F:1][C:2]([F:7])([F:6])[C:3]([OH:5])=[O:4].[Cl:15][C:16]1[CH:17]=[N:18][C:19]2[NH:20][C:21]3[CH:22]=[CH:23][CH:24]=[C:25]([CH:38]=3)[CH2:26][CH2:27][C:28]3[CH:36]=[C:32]([NH:33][C:34]=1[N:35]=2)[CH:31]=[C:30]([NH:37][S:45]([C:39]1[CH:44]=[CH:43][CH:42]=[CH:41][CH:40]=1)(=[O:47])=[O:46])[CH:29]=3, predict the reactants needed to synthesize it. The reactants are: [F:1][C:2]([F:7])([F:6])[C:3]([OH:5])=[O:4].FC(F)(F)C(O)=O.[Cl:15][C:16]1[CH:17]=[N:18][C:19]2[NH:20][C:21]3[CH:22]=[CH:23][CH:24]=[C:25]([CH:38]=3)[CH2:26][CH2:27][C:28]3[CH:36]=[C:32]([NH:33][C:34]=1[N:35]=2)[CH:31]=[C:30]([NH2:37])[CH:29]=3.[C:39]1([S:45](Cl)(=[O:47])=[O:46])[CH:44]=[CH:43][CH:42]=[CH:41][CH:40]=1. (4) The reactants are: [C:1]([N:5]1[C:9]([C:10]2[CH:15]=[CH:14][C:13]([F:16])=[CH:12][CH:11]=2)=[C:8]([C:17]2[S:18][CH:19]=[C:20]([CH:22]([CH2:28][C:29]3[CH:34]=[CH:33][CH:32]=[CH:31][CH:30]=3)[C:23]([O:25]CC)=[O:24])[N:21]=2)[CH:7]=[N:6]1)([CH3:4])([CH3:3])[CH3:2].[OH-].[Na+]. Given the product [C:1]([N:5]1[C:9]([C:10]2[CH:11]=[CH:12][C:13]([F:16])=[CH:14][CH:15]=2)=[C:8]([C:17]2[S:18][CH:19]=[C:20]([CH:22]([CH2:28][C:29]3[CH:30]=[CH:31][CH:32]=[CH:33][CH:34]=3)[C:23]([OH:25])=[O:24])[N:21]=2)[CH:7]=[N:6]1)([CH3:4])([CH3:2])[CH3:3], predict the reactants needed to synthesize it. (5) Given the product [C:27]([C:23]1[CH:22]=[C:21]2[C:26](=[CH:25][CH:24]=1)[N:18]([CH2:17][CH:14]1[CH2:15][CH2:16][N:11]([C:9](=[O:10])[CH2:8][CH2:7][C:1]3[CH:2]=[CH:3][CH:4]=[CH:5][CH:6]=3)[CH2:12][CH2:13]1)[CH:19]=[CH:20]2)#[CH:28], predict the reactants needed to synthesize it. The reactants are: [C:1]1([CH2:7][CH2:8][C:9]([N:11]2[CH2:16][CH2:15][CH:14]([CH2:17][N:18]3[C:26]4[C:21](=[CH:22][C:23]([C:27]#[C:28][Si](C)(C)C)=[CH:24][CH:25]=4)[CH:20]=[CH:19]3)[CH2:13][CH2:12]2)=[O:10])[CH:6]=[CH:5][CH:4]=[CH:3][CH:2]=1.C(=O)([O-])[O-].[K+].[K+].C(OCC)(=O)C.O. (6) Given the product [F:1][C:2]1[CH:3]=[C:4]2[C:9](=[CH:10][CH:11]=1)[C@H:8]([CH:12]([CH3:14])[CH3:13])[C@:7]([CH2:16][CH2:17][N:18]([CH2:19][CH2:20][CH2:21][NH:22][CH2:23][C:24]([CH2:25][O:26][CH3:27])([CH3:28])[CH2:29][O:30][CH3:31])[CH3:33])([OH:15])[CH2:6][CH2:5]2, predict the reactants needed to synthesize it. The reactants are: [F:1][C:2]1[CH:3]=[C:4]2[C:9](=[CH:10][CH:11]=1)[C@H:8]([CH:12]([CH3:14])[CH3:13])[C@:7]([CH2:16][CH2:17][N:18]([CH3:33])[CH2:19][CH2:20][CH2:21][NH:22][C:23](=O)[C:24]([CH2:29][O:30][CH3:31])([CH3:28])[CH2:25][O:26][CH3:27])([OH:15])[CH2:6][CH2:5]2. (7) Given the product [CH2:1]([N:3]([C:4]1[CH:13]=[CH:12][C:11]2[C:10]([CH3:15])([CH3:14])[CH2:9][CH:8]=[C:7]([CH2:16][CH3:17])[C:6]=2[CH:5]=1)[C:19]1[CH:27]=[CH:26][C:22]([C:23]([OH:25])=[O:24])=[CH:21][N:20]=1)[CH3:2], predict the reactants needed to synthesize it. The reactants are: [CH2:1]([NH:3][C:4]1[CH:13]=[CH:12][C:11]2[C:10]([CH3:15])([CH3:14])[CH2:9][CH:8]=[C:7]([CH2:16][CH3:17])[C:6]=2[CH:5]=1)[CH3:2].F[C:19]1[CH:27]=[CH:26][C:22]([C:23]([OH:25])=[O:24])=[CH:21][N:20]=1.CCOCC.